Dataset: Forward reaction prediction with 1.9M reactions from USPTO patents (1976-2016). Task: Predict the product of the given reaction. Given the reactants [Br:1][C:2]1[CH:3]=[C:4]([OH:8])[CH:5]=[N:6][CH:7]=1.Br[CH2:10][C:11]1[CH:16]=[CH:15][CH:14]=[CH:13][CH:12]=1.C(=O)([O-])[O-].[K+].[K+], predict the reaction product. The product is: [CH2:10]([O:8][C:4]1[CH:5]=[N:6][CH:7]=[C:2]([Br:1])[CH:3]=1)[C:11]1[CH:16]=[CH:15][CH:14]=[CH:13][CH:12]=1.